From a dataset of Reaction yield outcomes from USPTO patents with 853,638 reactions. Predict the reaction yield, written as a fraction of the theoretical maximum amount of product (1.0 means a 100% yield; for example, 0.34 means a 34% yield). (1) The reactants are C[Al](C)C.[CH2:5]([CH2:7][NH2:8])[OH:6].C([O:11][C:12]([C:14]1[N:15]=[N:16][C:17]([O:20][CH2:21][C:22]2[C:23]([C:28]3[CH:33]=[CH:32][CH:31]=[C:30]([F:34])[CH:29]=3)=[N:24][O:25][C:26]=2[CH3:27])=[CH:18][CH:19]=1)=O)C.C(C(C(C([O-])=O)O)O)([O-])=O.[K+].[Na+]. The catalyst is O1CCOCC1. The product is [OH:6][CH2:5][CH2:7][NH:8][C:12]([C:14]1[N:15]=[N:16][C:17]([O:20][CH2:21][C:22]2[C:23]([C:28]3[CH:33]=[CH:32][CH:31]=[C:30]([F:34])[CH:29]=3)=[N:24][O:25][C:26]=2[CH3:27])=[CH:18][CH:19]=1)=[O:11]. The yield is 0.240. (2) The reactants are [Cl:1][C:2]1[C:3]([O:12][CH2:13][CH2:14][C:15]2[C:16]([O:23][CH:24]([CH3:26])[CH3:25])=[N:17][N:18]([CH2:20][CH2:21][OH:22])[CH:19]=2)=[N:4][CH:5]=[C:6]([C:8]([F:11])([F:10])[F:9])[CH:7]=1.[CH2:27]([C:29]1[C:30](O)=[C:31]([CH2:35][C:36]([O:38]C)=[O:37])[CH:32]=[CH:33][CH:34]=1)[CH3:28].C(P(CCCC)CCCC)CCC.N(C(N1CCCCC1)=O)=NC(N1CCCCC1)=O.O1CCCC1CO.[OH-].[Na+].Cl. The product is [Cl:1][C:2]1[C:3]([O:12][CH2:13][CH2:14][C:15]2[C:16]([O:23][CH:24]([CH3:26])[CH3:25])=[N:17][N:18]([CH2:20][CH2:21][O:22][C:30]3[C:29]([CH2:27][CH3:28])=[CH:34][CH:33]=[CH:32][C:31]=3[CH2:35][C:36]([OH:38])=[O:37])[CH:19]=2)=[N:4][CH:5]=[C:6]([C:8]([F:11])([F:10])[F:9])[CH:7]=1. The yield is 0.260. The catalyst is O1CCCC1. (3) The reactants are C12BC(CCC1)CCC2.CC1(C)CO[C:14]2([C@@H:22]3[C@@:17]([CH:25]=[CH2:26])([CH2:18][CH2:19][CH2:20][C@H:21]3[C:23]#[N:24])[CH2:16][CH2:15]2)[O:13]C1.BrC(C)=C.C(=O)([O-])[O-].[Cs+].[Cs+].C1([As](C2C=CC=CC=2)C2C=CC=CC=2)C=CC=CC=1. The catalyst is CN(C=O)C.C1C=CC(P([C]2[CH][CH][CH][CH]2)C2C=CC=CC=2)=CC=1.C1C=CC(P([C]2[CH][CH][CH][CH]2)C2C=CC=CC=2)=CC=1.Cl[Pd]Cl.[Fe].O. The product is [O:13]=[C:14]1[C@@H:22]2[C@@:17]([CH:25]=[CH2:26])([CH2:18][CH2:19][CH2:20][C@H:21]2[C:23]#[N:24])[CH2:16][CH2:15]1. The yield is 0.710. (4) The reactants are [NH2:1][C:2]1[CH:19]=[CH:18][C:5]([O:6][C:7]2[C:16]3[N:15]=[CH:14][C:13](=[O:17])[NH:12][C:11]=3[N:10]=[CH:9][CH:8]=2)=[CH:4][C:3]=1[F:20].[C:21]([C:25]1[CH:29]=[C:28]([N:30]=[C:31]=[O:32])[N:27]([C:33]2[CH:34]=[CH:35][C:36]([O:39][CH3:40])=[N:37][CH:38]=2)[N:26]=1)([CH3:24])([CH3:23])[CH3:22]. No catalyst specified. The product is [C:21]([C:25]1[CH:29]=[C:28]([NH:30][C:31]([NH:1][C:2]2[CH:19]=[CH:18][C:5]([O:6][C:7]3[C:16]4[N:15]=[CH:14][C:13](=[O:17])[NH:12][C:11]=4[N:10]=[CH:9][CH:8]=3)=[CH:4][C:3]=2[F:20])=[O:32])[N:27]([C:33]2[CH:38]=[N:37][C:36]([O:39][CH3:40])=[CH:35][CH:34]=2)[N:26]=1)([CH3:24])([CH3:22])[CH3:23]. The yield is 0.0700. (5) The reactants are [NH2:1][C:2]1[CH:7]=[CH:6][C:5]([NH:8][CH:9]2[CH2:12][N:11]([C:13](=[O:15])[CH3:14])[CH2:10]2)=[CH:4][C:3]=1[O:16][CH3:17].CS[C:20]1[N:21]=[CH:22][C:23]2[CH:29]=[CH:28][C:27](=[O:30])[N:26]([C:31]3[CH:32]=[C:33]([NH:37][C:38](=[O:44])OC(C)(C)C)[CH:34]=[CH:35][CH:36]=3)[C:24]=2[N:25]=1.[CH3:45][CH2:46]N(C(C)C)C(C)C.CN1C(=O)CCC1. The catalyst is O1CCOCC1.CC(O)(C)C.CS(C)=O. The product is [C:13]([N:11]1[CH2:12][CH:9]([NH:8][C:5]2[CH:6]=[CH:7][C:2]([NH:1][C:20]3[N:21]=[CH:22][C:23]4[CH:29]=[CH:28][C:27](=[O:30])[N:26]([C:31]5[CH:32]=[C:33]([NH:37][C:38](=[O:44])[CH:45]=[CH2:46])[CH:34]=[CH:35][CH:36]=5)[C:24]=4[N:25]=3)=[C:3]([O:16][CH3:17])[CH:4]=2)[CH2:10]1)(=[O:15])[CH3:14]. The yield is 0.607.